From a dataset of Forward reaction prediction with 1.9M reactions from USPTO patents (1976-2016). Predict the product of the given reaction. (1) The product is: [F:24][C:2]([F:1])([F:23])[CH:3]([O:22][S:25]([CH3:28])(=[O:27])=[O:26])[CH2:4][O:5][CH:6]1[CH2:7][CH2:8][N:9]([C:12]([O:14][CH2:15][C:16]2[CH:17]=[CH:18][CH:19]=[CH:20][CH:21]=2)=[O:13])[CH2:10][CH2:11]1. Given the reactants [F:1][C:2]([F:24])([F:23])[CH:3]([OH:22])[CH2:4][O:5][CH:6]1[CH2:11][CH2:10][N:9]([C:12]([O:14][CH2:15][C:16]2[CH:21]=[CH:20][CH:19]=[CH:18][CH:17]=2)=[O:13])[CH2:8][CH2:7]1.[S:25](Cl)([CH3:28])(=[O:27])=[O:26].C(N(CC)CC)C.C1COCC1, predict the reaction product. (2) Given the reactants [H-].[Na+].[Si:3]([O:20][CH2:21][CH2:22][O:23][CH2:24][C@H:25]([OH:36])[C:26]([NH:28][C:29]1[CH:34]=[CH:33][C:32]([CH3:35])=[CH:31][N:30]=1)=[O:27])([C:16]([CH3:19])([CH3:18])[CH3:17])([C:10]1[CH:15]=[CH:14][CH:13]=[CH:12][CH:11]=1)[C:4]1[CH:9]=[CH:8][CH:7]=[CH:6][CH:5]=1.[CH2:37]([N:44]1[C:48]2=[N:49][CH:50]=[N:51][C:52](Cl)=[C:47]2[CH:46]=[N:45]1)[C:38]1[CH:43]=[CH:42][CH:41]=[CH:40][CH:39]=1.C(O)(=O)CC(CC(O)=O)(C(O)=O)O, predict the reaction product. The product is: [CH2:37]([N:44]1[C:48]2=[N:49][CH:50]=[N:51][C:52]([O:36][C@@H:25]([CH2:24][O:23][CH2:22][CH2:21][O:20][Si:3]([C:16]([CH3:19])([CH3:18])[CH3:17])([C:10]3[CH:11]=[CH:12][CH:13]=[CH:14][CH:15]=3)[C:4]3[CH:5]=[CH:6][CH:7]=[CH:8][CH:9]=3)[C:26]([NH:28][C:29]3[CH:34]=[CH:33][C:32]([CH3:35])=[CH:31][N:30]=3)=[O:27])=[C:47]2[CH:46]=[N:45]1)[C:38]1[CH:39]=[CH:40][CH:41]=[CH:42][CH:43]=1. (3) The product is: [CH3:19][N:5]1[C:6]([CH2:7][CH2:8][C:9]2[CH:14]=[CH:13][C:12]([C:15]([F:18])([F:17])[F:16])=[CH:11][CH:10]=2)=[C:2]([C:20]([O:21][CH2:31][CH3:32])=[O:23])[CH:3]=[N:4]1. Given the reactants I[C:2]1[CH:3]=[N:4][N:5]([CH3:19])[C:6]=1[CH2:7][CH2:8][C:9]1[CH:14]=[CH:13][C:12]([C:15]([F:18])([F:17])[F:16])=[CH:11][CH:10]=1.[C:20](=[O:23])([O-])[O-:21].[K+].[K+].CN(C)C=O.[CH2:31](O)[CH3:32], predict the reaction product. (4) Given the reactants CC([O-])(C)C.[Na+].Br[C:8]1[CH:9]=[C:10]([Cl:16])[C:11]([O:14][CH3:15])=[N:12][CH:13]=1.[C:17]([O:21][C:22]([N:24]1[CH2:28][CH2:27][C@H:26]([O:29][C:30]2[C:31]3[CH2:39][NH:38][CH2:37][CH2:36][C:32]=3[N:33]=[CH:34][N:35]=2)[CH2:25]1)=[O:23])([CH3:20])([CH3:19])[CH3:18].CCOC(C)=O, predict the reaction product. The product is: [C:17]([O:21][C:22]([N:24]1[CH2:28][CH2:27][C@H:26]([O:29][C:30]2[C:31]3[CH2:39][N:38]([C:8]4[CH:13]=[N:12][C:11]([O:14][CH3:15])=[C:10]([Cl:16])[CH:9]=4)[CH2:37][CH2:36][C:32]=3[N:33]=[CH:34][N:35]=2)[CH2:25]1)=[O:23])([CH3:20])([CH3:18])[CH3:19]. (5) Given the reactants Br[C:2]1[CH:3]=[CH:4][C:5]([N:26]2[CH2:31][CH2:30][O:29][CH2:28][CH2:27]2)=[C:6]([CH:25]=1)[C:7]([N:9]1[CH2:14][CH2:13][N:12]([C:15]2[CH:20]=[CH:19][C:18]([C:21](=[O:23])[CH3:22])=[CH:17][C:16]=2[F:24])[CH2:11][CH2:10]1)=[O:8].C([Sn](CCCC)(CCCC)[C:37]([O:39]CC)=[CH2:38])CCC.Cl, predict the reaction product. The product is: [C:37]([C:2]1[CH:3]=[CH:4][C:5]([N:26]2[CH2:27][CH2:28][O:29][CH2:30][CH2:31]2)=[C:6]([CH:25]=1)[C:7]([N:9]1[CH2:10][CH2:11][N:12]([C:15]2[CH:20]=[CH:19][C:18]([C:21](=[O:23])[CH3:22])=[CH:17][C:16]=2[F:24])[CH2:13][CH2:14]1)=[O:8])(=[O:39])[CH3:38]. (6) Given the reactants Cl.[C:2]([OH:11])(=O)[C:3]1[C:4](=[CH:6][CH:7]=[CH:8][CH:9]=1)[NH2:5].[CH2:12]([N+:16]([O-:18])=[O:17])/[CH:13]=N\O.C([O-])(=O)C.[K+], predict the reaction product. The product is: [N+:16]([C:12]1[CH:13]=[N:5][C:4]2[C:3]([C:2]=1[OH:11])=[CH:9][CH:8]=[CH:7][CH:6]=2)([O-:18])=[O:17]. (7) The product is: [Br:11][C:12]1[CH:32]=[CH:31][CH:30]=[CH:29][C:13]=1[CH2:14][N:15]1[C:23]2[C:18](=[CH:19][C:20]([C:24]([NH:10][CH:7]([C:1]3[CH:6]=[CH:5][CH:4]=[CH:3][CH:2]=3)[CH2:8][CH3:9])=[O:25])=[CH:21][CH:22]=2)[CH:17]=[CH:16]1. Given the reactants [C:1]1([CH:7]([NH2:10])[CH2:8][CH3:9])[CH:6]=[CH:5][CH:4]=[CH:3][CH:2]=1.[Br:11][C:12]1[CH:32]=[CH:31][CH:30]=[CH:29][C:13]=1[CH2:14][N:15]1[C:23]2[C:18](=[CH:19][C:20]([C:24](O)=[O:25])=[CH:21][CH:22]=2)[C:17](C)=[C:16]1C, predict the reaction product.